From a dataset of Peptide-MHC class I binding affinity with 185,985 pairs from IEDB/IMGT. Regression. Given a peptide amino acid sequence and an MHC pseudo amino acid sequence, predict their binding affinity value. This is MHC class I binding data. (1) The peptide sequence is KCRVKMEKL. The MHC is HLA-B07:02 with pseudo-sequence HLA-B07:02. The binding affinity (normalized) is 0.0847. (2) The peptide sequence is MRGGVNTFLI. The MHC is Mamu-B17 with pseudo-sequence Mamu-B17. The binding affinity (normalized) is 0.401. (3) The peptide sequence is FMVAWGKEA. The MHC is HLA-A02:11 with pseudo-sequence HLA-A02:11. The binding affinity (normalized) is 1.00. (4) The peptide sequence is SSKVFLKAF. The MHC is HLA-A30:01 with pseudo-sequence HLA-A30:01. The binding affinity (normalized) is 0.280.